This data is from Full USPTO retrosynthesis dataset with 1.9M reactions from patents (1976-2016). The task is: Predict the reactants needed to synthesize the given product. (1) Given the product [CH3:1][CH:2]([N:4]1[C:8]([C:9]([NH:34][C:25]2[CH:26]=[C:27]([Sn:30]([CH3:33])([CH3:32])[CH3:31])[CH:28]=[C:29]3[C:24]=2[CH:23]=[N:22][N:21]3[S:18]([C:12]2[CH:17]=[CH:16][CH:15]=[CH:14][CH:13]=2)(=[O:20])=[O:19])=[O:10])=[CH:7][CH:6]=[N:5]1)[CH3:3], predict the reactants needed to synthesize it. The reactants are: [CH3:1][CH:2]([N:4]1[C:8]([C:9](Cl)=[O:10])=[CH:7][CH:6]=[N:5]1)[CH3:3].[C:12]1([S:18]([N:21]2[C:29]3[CH:28]=[C:27]([Sn:30]([CH3:33])([CH3:32])[CH3:31])[CH:26]=[C:25]([NH2:34])[C:24]=3[CH:23]=[N:22]2)(=[O:20])=[O:19])[CH:17]=[CH:16][CH:15]=[CH:14][CH:13]=1.C(=O)(O)[O-].[Na+]. (2) Given the product [Br:22][C:19]1[CH:18]=[CH:17][C:16]([C:15]([C:23]2[CH:24]=[CH:25][C:26]([Br:29])=[CH:27][CH:28]=2)=[CH:14][CH2:13][O:12][C:9]2[CH:10]=[CH:11][C:6]([CH2:5][C:4]([OH:31])=[O:3])=[CH:7][C:8]=2[Cl:30])=[CH:21][CH:20]=1, predict the reactants needed to synthesize it. The reactants are: C([O:3][C:4](=[O:31])[CH2:5][C:6]1[CH:11]=[CH:10][C:9]([O:12][CH2:13][CH:14]=[C:15]([C:23]2[CH:28]=[CH:27][C:26]([Br:29])=[CH:25][CH:24]=2)[C:16]2[CH:21]=[CH:20][C:19]([Br:22])=[CH:18][CH:17]=2)=[C:8]([Cl:30])[CH:7]=1)C.[OH-].[Na+]. (3) Given the product [CH2:25]([NH:27][C:28]1[C:2]2[CH2:8][CH2:7][CH2:6][C:5]3[CH:9]=[C:10]([N:13]4[CH2:17][C@H:16]([CH2:18][NH:19][C:20](=[O:22])[CH3:21])[O:15][C:14]4=[O:23])[CH:11]=[CH:12][C:4]=3[C:3]=2[NH:30][N:29]=1)[CH3:26], predict the reactants needed to synthesize it. The reactants are: Br[CH:2]1[CH2:8][CH2:7][CH2:6][C:5]2[CH:9]=[C:10]([N:13]3[CH2:17][C@H:16]([CH2:18][NH:19][C:20](=[O:22])[CH3:21])[O:15][C:14]3=[O:23])[CH:11]=[CH:12][C:4]=2[C:3]1=O.[CH2:25]([NH:27][C:28](=S)[NH:29][NH2:30])[CH3:26]. (4) Given the product [CH3:32][O:31][C:30]1[CH:29]=[C:28]([C:2]2[N:7]=[C:6]3[CH:8]([O:52][CH2:51][CH2:50][O:49][CH3:48])[N:9]([C:12]4[CH:13]=[N:14][N:15]([CH2:17][C:18]([F:21])([F:20])[F:19])[CH:16]=4)[C:10](=[O:11])[C:5]3=[CH:4][CH:3]=2)[CH:27]=[N:26][C:25]=1[O:24][CH3:23], predict the reactants needed to synthesize it. The reactants are: Cl[C:2]1[N:7]=[C:6]2[CH:8](Cl)[N:9]([C:12]3[CH:13]=[N:14][N:15]([CH2:17][C:18]([F:21])([F:20])[F:19])[CH:16]=3)[C:10](=[O:11])[C:5]2=[CH:4][CH:3]=1.[CH3:23][O:24][C:25]1[C:30]([O:31][CH3:32])=[CH:29][C:28](B2OC(C)(C)C(C)(C)O2)=[CH:27][N:26]=1.C([O-])([O-])=O.[Na+].[Na+].[CH3:48][O:49][CH2:50][CH2:51][OH:52].